Dataset: Full USPTO retrosynthesis dataset with 1.9M reactions from patents (1976-2016). Task: Predict the reactants needed to synthesize the given product. (1) Given the product [O:10]1[CH:11]=[CH:12][C:8]([NH:7][CH2:5][C@@H:23]2[O:27][C:26](=[O:28])[N:25]([C:29]3[CH:34]=[CH:33][C:32]([C:35]4[CH2:36][CH2:37][O:38][CH2:39][CH:40]=4)=[C:31]([F:41])[CH:30]=3)[CH2:24]2)=[N:9]1, predict the reactants needed to synthesize it. The reactants are: ClC(Cl)(Cl)CO[C:5]([NH:7][C:8]1[CH:12]=[CH:11][O:10][N:9]=1)=O.[H-].[Na+].CS(OC[C@@H:23]1[O:27][C:26](=[O:28])[N:25]([C:29]2[CH:34]=[CH:33][C:32]([C:35]3[CH2:36][CH2:37][O:38][CH2:39][CH:40]=3)=[C:31]([F:41])[CH:30]=2)[CH2:24]1)(=O)=O. (2) Given the product [Cl:1][C:2]1[C:3]([N:17]2[CH2:18][CH2:19][CH:20]([C:23]([OH:25])=[O:24])[CH2:21][CH2:22]2)=[N:4][CH:5]=[C:6]([C:10]2[O:11][C:12]([CH2:15][CH3:16])=[CH:13][N:14]=2)[C:7]=1[NH:8][CH3:9], predict the reactants needed to synthesize it. The reactants are: [Cl:1][C:2]1[C:3]([N:17]2[CH2:22][CH2:21][CH:20]([C:23]([O:25]C)=[O:24])[CH2:19][CH2:18]2)=[N:4][CH:5]=[C:6]([C:10]2[O:11][C:12]([CH2:15][CH3:16])=[CH:13][N:14]=2)[C:7]=1[NH:8][CH3:9].[OH-].[Na+]. (3) Given the product [N+:28]([C:25]1[S:24][C:23]([NH:22][C:15]([C:3]2[C:4]3[C:9](=[CH:8][CH:7]=[CH:6][CH:5]=3)[NH:1][N:2]=2)=[O:16])=[N:27][CH:26]=1)([O-:30])=[O:29], predict the reactants needed to synthesize it. The reactants are: [NH:1]1[C:9]2[C:4](=[CH:5][CH:6]=[CH:7][CH:8]=2)[CH:3]=[N:2]1.C1N=CN([C:15](N2C=NC=C2)=[O:16])C=1.[NH2:22][C:23]1[S:24][C:25]([N+:28]([O-:30])=[O:29])=[CH:26][N:27]=1. (4) Given the product [C:23]([NH:15][C:14]1[C:13]2[C:8](=[CH:9][CH:10]=[C:11]([O:26][C:44]3[CH:45]=[CH:46][C:41]([O:40][CH:37]([CH3:39])[CH3:38])=[C:42]([O:50][C:51]([F:52])([F:53])[F:54])[CH:43]=3)[CH:12]=2)[N:7]([C:27]2[CH:32]=[CH:31][C:30]([O:33][CH:34]([CH3:36])[CH3:35])=[CH:29][CH:28]=2)[C:6]=1[C:4]([OH:3])=[O:5])(=[O:25])[CH3:24], predict the reactants needed to synthesize it. The reactants are: C([O:3][C:4]([C:6]1[N:7]([C:27]2[CH:32]=[CH:31][C:30]([O:33][CH:34]([CH3:36])[CH3:35])=[CH:29][CH:28]=2)[C:8]2[C:13]([C:14]=1[N:15]([C:23](=[O:25])[CH3:24])C(OC(C)(C)C)=O)=[CH:12][C:11]([OH:26])=[CH:10][CH:9]=2)=[O:5])C.[CH:37]([O:40][C:41]1[CH:46]=[CH:45][C:44](B(O)O)=[CH:43][C:42]=1[O:50][C:51]([F:54])([F:53])[F:52])([CH3:39])[CH3:38].